From a dataset of Catalyst prediction with 721,799 reactions and 888 catalyst types from USPTO. Predict which catalyst facilitates the given reaction. (1) Reactant: [CH3:1][CH:2]([CH3:14])[C@H:3]([NH:7][C:8]([O:10][CH:11]([CH3:13])[CH3:12])=[O:9])[C:4]([OH:6])=O.CN1CCOCC1.CC(C)COC(Cl)=O.Cl.[NH2:31][C@@H:32]([CH:44]([CH3:46])[CH3:45])[CH2:33][NH:34][C:35](=[O:43])[C:36]1[CH:41]=[CH:40][CH:39]=[CH:38][C:37]=1[Cl:42].C(N(CC)CC)C. Product: [Cl:42][C:37]1[CH:38]=[CH:39][CH:40]=[CH:41][C:36]=1[C:35]([NH:34][CH2:33][C@@H:32]([NH:31][C:4](=[O:6])[C@@H:3]([NH:7][C:8]([O:10][CH:11]([CH3:13])[CH3:12])=[O:9])[CH:2]([CH3:1])[CH3:14])[CH:44]([CH3:46])[CH3:45])=[O:43]. The catalyst class is: 4. (2) Reactant: C(O[C:6]([C:8]1[N:9]=[C:10]([C:27]#[N:28])[C:11]2[C:16]([C:17]=1[OH:18])=[CH:15][CH:14]=[C:13]([O:19][C:20]1[CH:25]=[CH:24][C:23]([CH3:26])=[CH:22][CH:21]=1)[CH:12]=2)=[O:7])CCC.[NH2:29][CH2:30][C:31]([CH3:38])([CH3:37])[C:32]([O:34][CH2:35][CH3:36])=[O:33]. Product: [CH2:35]([O:34][C:32](=[O:33])[C:31]([CH3:38])([CH3:37])[CH2:30][NH:29][C:6]([C:8]1[N:9]=[C:10]([C:27]#[N:28])[C:11]2[C:16]([C:17]=1[OH:18])=[CH:15][CH:14]=[C:13]([O:19][C:20]1[CH:25]=[CH:24][C:23]([CH3:26])=[CH:22][CH:21]=1)[CH:12]=2)=[O:7])[CH3:36]. The catalyst class is: 14. (3) Reactant: [CH:1]1([C:6]([OH:8])=O)[CH2:5][CH2:4][CH2:3][CH2:2]1.[Br:9][C:10]1[CH:11]=[N:12][C:13]2[N:14]([CH:16]=[C:17]([C:19]3[CH:20]=[C:21]([CH:23]=[CH:24][C:25]=3[F:26])[NH2:22])[N:18]=2)[CH:15]=1.C(N(CC)CC)C.C(=O)(O)[O-].[Na+]. Product: [Br:9][C:10]1[CH:11]=[N:12][C:13]2[N:14]([CH:16]=[C:17]([C:19]3[CH:20]=[C:21]([NH:22][C:6]([CH:1]4[CH2:2][CH2:3][CH2:4][CH2:5]4)=[O:8])[CH:23]=[CH:24][C:25]=3[F:26])[N:18]=2)[CH:15]=1. The catalyst class is: 4. (4) Reactant: [CH3:1][C:2]([S:8]([C:11]1[CH:16]=[CH:15][CH:14]=[C:13]([C:17]([F:20])([F:19])[F:18])[CH:12]=1)(=[O:10])=[O:9])([CH3:7])[CH2:3][C:4]([OH:6])=[O:5].[C:21](Cl)(C)=O. Product: [CH3:7][C:2]([S:8]([C:11]1[CH:16]=[CH:15][CH:14]=[C:13]([C:17]([F:19])([F:20])[F:18])[CH:12]=1)(=[O:10])=[O:9])([CH3:1])[CH2:3][C:4]([O:6][CH3:21])=[O:5]. The catalyst class is: 5. (5) Reactant: [C:1]([C:3]1[C:4]([C:13]2[CH:18]=[CH:17][C:16]([C:19]3[CH:24]=[CH:23][CH:22]=[CH:21][C:20]=3[C:25]#[N:26])=[CH:15][CH:14]=2)=[C:5]([C:10](O)=[S:11])[N:6]([CH3:9])[C:7]=1[CH3:8])#[N:2].C(Cl)(=O)C(Cl)=O.C[N:34](C=O)C.[OH-].N. Product: [C:1]([C:3]1[C:4]([C:13]2[CH:18]=[CH:17][C:16]([C:19]3[CH:24]=[CH:23][CH:22]=[CH:21][C:20]=3[C:25]#[N:26])=[CH:15][CH:14]=2)=[C:5]([C:10]([NH2:34])=[S:11])[N:6]([CH3:9])[C:7]=1[CH3:8])#[N:2]. The catalyst class is: 2. (6) Reactant: CS([C:5]1[N:10]=[C:9]([C:11]2[S:15][C:14](/[CH:16]=[CH:17]/[CH:18]([OH:20])[CH3:19])=[CH:13][CH:12]=2)[CH:8]=[CH:7][N:6]=1)(=O)=O.[CH3:21][C:22]1([CH3:31])[CH2:27][CH:26]([NH2:28])[CH2:25][C:24]([CH3:30])([CH3:29])[NH:23]1.CCN(C(C)C)C(C)C. Product: [CH3:21][C:22]1([CH3:31])[CH2:27][CH:26]([NH:28][C:5]2[N:10]=[C:9]([C:11]3[S:15][C:14](/[CH:16]=[CH:17]/[CH:18]([OH:20])[CH3:19])=[CH:13][CH:12]=3)[CH:8]=[CH:7][N:6]=2)[CH2:25][C:24]([CH3:30])([CH3:29])[NH:23]1. The catalyst class is: 5. (7) Reactant: [F:1][C:2]1[CH:3]=[C:4]2[C:8](=[CH:9][CH:10]=1)[NH:7][C:6]([CH2:11][N:12]1[CH2:18][CH2:17][CH2:16][N:15](C(OC(C)(C)C)=O)[CH2:14][CH2:13]1)=[CH:5]2.C(O)(C(F)(F)F)=O. Product: [N:12]1([CH2:11][C:6]2[NH:7][C:8]3[C:4]([CH:5]=2)=[CH:3][C:2]([F:1])=[CH:10][CH:9]=3)[CH2:18][CH2:17][CH2:16][NH:15][CH2:14][CH2:13]1. The catalyst class is: 2.